From a dataset of NCI-60 drug combinations with 297,098 pairs across 59 cell lines. Regression. Given two drug SMILES strings and cell line genomic features, predict the synergy score measuring deviation from expected non-interaction effect. (1) Drug 1: C1C(C(OC1N2C=NC3=C(N=C(N=C32)Cl)N)CO)O. Drug 2: CC1CCC2CC(C(=CC=CC=CC(CC(C(=O)C(C(C(=CC(C(=O)CC(OC(=O)C3CCCCN3C(=O)C(=O)C1(O2)O)C(C)CC4CCC(C(C4)OC)O)C)C)O)OC)C)C)C)OC. Cell line: T-47D. Synergy scores: CSS=-2.56, Synergy_ZIP=0.339, Synergy_Bliss=-0.986, Synergy_Loewe=-5.68, Synergy_HSA=-6.45. (2) Drug 1: C1=CC(=CC=C1CCCC(=O)O)N(CCCl)CCCl. Drug 2: CCC1(C2=C(COC1=O)C(=O)N3CC4=CC5=C(C=CC(=C5CN(C)C)O)N=C4C3=C2)O.Cl. Cell line: RXF 393. Synergy scores: CSS=17.0, Synergy_ZIP=-9.06, Synergy_Bliss=-1.06, Synergy_Loewe=-2.91, Synergy_HSA=1.71.